This data is from Full USPTO retrosynthesis dataset with 1.9M reactions from patents (1976-2016). The task is: Predict the reactants needed to synthesize the given product. (1) The reactants are: C(OC(N1C2C(=CC(C3C=CC=CC=3OC)=CC=2)C(C(O)C)=CC1(C)C)=O)(C)(C)C.[CH3:31][O:32][C:33]1[CH:38]=[CH:37][CH:36]=[CH:35][C:34]=1[C:39]1[CH:40]=[C:41]2[C:46](=[CH:47][CH:48]=1)[NH:45][C:44]([CH3:50])([CH3:49])[CH:43]=[C:42]2[CH:51]([O:53][CH2:54][CH:55]=[C:56](C)[CH3:57])[CH3:52].C[Si]([N-][Si](C)(C)C)(C)C.[Na+]. Given the product [CH2:54]([O:53][CH:51]([C:42]1[C:41]2[C:46](=[CH:47][CH:48]=[C:39]([C:34]3[CH:35]=[CH:36][CH:37]=[CH:38][C:33]=3[O:32][CH3:31])[CH:40]=2)[NH:45][C:44]([CH3:50])([CH3:49])[CH:43]=1)[CH3:52])/[CH:55]=[CH:56]/[CH3:57], predict the reactants needed to synthesize it. (2) Given the product [CH2:1]([O:3][C:4]([C:6]1[CH:7]=[N:8][C:9]2[C:14]([C:15]=1[NH:25][CH2:24][C:23]1[CH:26]=[CH:27][CH:28]=[C:29]([O:30][CH3:31])[C:22]=1[O:21][CH3:20])=[CH:13][CH:12]=[CH:11][C:10]=2[NH2:17])=[O:5])[CH3:2], predict the reactants needed to synthesize it. The reactants are: [CH2:1]([O:3][C:4]([C:6]1[CH:7]=[N:8][C:9]2[C:14]([C:15]=1Cl)=[CH:13][CH:12]=[CH:11][C:10]=2[N+:17]([O-])=O)=[O:5])[CH3:2].[CH3:20][O:21][C:22]1[C:29]([O:30][CH3:31])=[CH:28][CH:27]=[CH:26][C:23]=1[CH2:24][NH2:25]. (3) Given the product [Cl:1][C:2]1[C:3]([C:4]([NH:27][C:26]2[CH:28]=[CH:29][C:23]([O:22][CH3:21])=[CH:24][C:25]=2[N+:30]([O-:32])=[O:31])=[O:6])=[CH:7][CH:8]=[C:9]([Cl:11])[N:10]=1, predict the reactants needed to synthesize it. The reactants are: [Cl:1][C:2]1[N:10]=[C:9]([Cl:11])[CH:8]=[CH:7][C:3]=1[C:4]([OH:6])=O.N1C(Cl)=NC(Cl)=NC=1Cl.[CH3:21][O:22][C:23]1[CH:29]=[CH:28][C:26]([NH2:27])=[C:25]([N+:30]([O-:32])=[O:31])[CH:24]=1.C(N(CC)CC)C. (4) Given the product [CH3:3][O:4][C:5](=[O:28])[CH2:6][CH2:7][CH2:8][CH2:9][CH2:10][CH2:11][N:12]1[C:13](=[O:27])[CH2:14][CH2:15][CH2:16][CH:17]1[CH2:18][CH2:19][CH:20]([OH:26])[CH2:21][CH2:22][CH2:23][CH2:24][CH3:25], predict the reactants needed to synthesize it. The reactants are: [BH4-].[Na+].[CH3:3][O:4][C:5](=[O:28])[CH2:6][CH2:7][CH2:8][CH2:9][CH2:10][CH2:11][N:12]1[CH:17]([CH2:18][CH2:19][C:20](=[O:26])[CH2:21][CH2:22][CH2:23][CH2:24][CH3:25])[CH2:16][CH2:15][CH2:14][C:13]1=[O:27]. (5) Given the product [Cl:11][C:8]1[CH:7]=[CH:6][C:5]([CH2:4][C:21]2[C:20]([CH:18]=[O:19])=[CH:24][S:23][CH:22]=2)=[CH:10][CH:9]=1, predict the reactants needed to synthesize it. The reactants are: P(OCC)(OCC)(O[CH2:4][C:5]1[CH:10]=[CH:9][C:8]([Cl:11])=[CH:7][CH:6]=1)=O.[CH:18]([C:20]1[C:21](B(O)O)=[CH:22][S:23][CH:24]=1)=[O:19].ClC1C=CC(CC2SC(C=O)=CC=2)=CC=1. (6) Given the product [CH2:6]([O:8][C:9](=[O:10])[NH:4][C:3]1[NH:5][C:31]2[CH:33]=[CH:34][C:28]([C:24]3[CH:23]=[N:22][CH:27]=[CH:26][CH:25]=3)=[CH:29][C:30]=2[N:35]=1)[CH3:7], predict the reactants needed to synthesize it. The reactants are: CS[C:3](=[NH:5])[NH2:4].[CH2:6]([O:8][C:9](Cl)=[O:10])[CH3:7].[OH-].[Na+].O.O.O.C([O-])(=O)C.[Na+].[N:22]1[CH:27]=[CH:26][CH:25]=[C:24]([C:28]2[CH:34]=[CH:33][C:31](N)=[C:30]([N+:35]([O-])=O)[CH:29]=2)[CH:23]=1.C1(C)C=CC(S(O)(=O)=O)=CC=1. (7) Given the product [ClH:46].[CH3:30][C@H:17]1[CH2:16][N:15]([S:12]([C:3]2[CH:4]=[CH:5][C:6]([C:8]([F:11])([F:10])[F:9])=[CH:7][C:2]=2[CH3:31])(=[O:14])=[O:13])[CH2:20][CH2:19][N:18]1[C:21]([C:23]1[CH:24]=[N:25][C:26]([CH3:29])=[CH:27][CH:28]=1)=[O:22], predict the reactants needed to synthesize it. The reactants are: Br[C:2]1[CH:7]=[C:6]([C:8]([F:11])([F:10])[F:9])[CH:5]=[CH:4][C:3]=1[S:12]([N:15]1[CH2:20][CH2:19][N:18]([C:21]([C:23]2[CH:24]=[N:25][C:26]([CH3:29])=[CH:27][CH:28]=2)=[O:22])[C@@H:17]([CH3:30])[CH2:16]1)(=[O:14])=[O:13].[C:31](=O)([O-])[O-].[K+].[K+].CB1OB(C)OB(C)O1.[ClH:46].